Task: Regression/Classification. Given a drug SMILES string, predict its absorption, distribution, metabolism, or excretion properties. Task type varies by dataset: regression for continuous measurements (e.g., permeability, clearance, half-life) or binary classification for categorical outcomes (e.g., BBB penetration, CYP inhibition). Dataset: cyp2c9_veith.. Dataset: CYP2C9 inhibition data for predicting drug metabolism from PubChem BioAssay (1) The compound is COc1ccccc1CCn1c(=O)c(-c2cccc(Cl)c2)nc2cncnc21. The result is 1 (inhibitor). (2) The result is 1 (inhibitor). The compound is O=C(Nc1cccc(-c2cn3cccnc3n2)c1)c1ccco1. (3) The molecule is COC(=O)[C@@H](N)Cc1ccc(O)c(O)c1. The result is 0 (non-inhibitor). (4) The molecule is O=C(O)/C=C\C(=O)O.O=c1[nH]c2ccccc2n1CCCN1CCC(n2c(=O)[nH]c3cc(Cl)ccc32)CC1. The result is 0 (non-inhibitor). (5) The molecule is Cc1cccc(OCCn2c(S(=O)(=O)O)nc3ccccc32)c1. The result is 1 (inhibitor). (6) The molecule is Cc1ccc(C(=O)NC(=S)Nc2ccccc2C(F)(F)F)cc1C. The result is 1 (inhibitor).